This data is from Peptide-MHC class I binding affinity with 185,985 pairs from IEDB/IMGT. The task is: Regression. Given a peptide amino acid sequence and an MHC pseudo amino acid sequence, predict their binding affinity value. This is MHC class I binding data. (1) The peptide sequence is YMLWNSWLS. The MHC is HLA-A30:01 with pseudo-sequence HLA-A30:01. The binding affinity (normalized) is 0.0847. (2) The peptide sequence is FTPPHGGLL. The MHC is Patr-B0101 with pseudo-sequence Patr-B0101. The binding affinity (normalized) is 0.720.